Dataset: Forward reaction prediction with 1.9M reactions from USPTO patents (1976-2016). Task: Predict the product of the given reaction. (1) Given the reactants [N:1]1([CH2:6][C:7]2[CH:12]=[CH:11][C:10]([NH2:13])=[CH:9][C:8]=2[C:14]([F:17])([F:16])[F:15])[CH2:5][CH2:4][CH2:3][CH2:2]1.N1C=[CH:22][CH:21]=[CH:20][CH:19]=1.C([O-])([O-])=O.[Na+].[Na+].O.[CH3:31][CH2:32][O:33][C:34](C)=[O:35], predict the reaction product. The product is: [C:32]1([O:33][C:34](=[O:35])[NH:13][C:10]2[CH:11]=[CH:12][C:7]([CH2:6][N:1]3[CH2:5][CH2:4][CH2:3][CH2:2]3)=[C:8]([C:14]([F:15])([F:16])[F:17])[CH:9]=2)[CH:22]=[CH:21][CH:20]=[CH:19][CH:31]=1. (2) Given the reactants [CH3:1][O:2][C:3]1[CH:4]=[C:5]([N:9]2[CH:13]=[C:12]([C:14](O)=[O:15])[C:11]([C:17]3[CH:22]=[CH:21][CH:20]=[CH:19][C:18]=3[N+:23]([O-])=O)=[N:10]2)[CH:6]=[CH:7][CH:8]=1.CO, predict the reaction product. The product is: [CH3:1][O:2][C:3]1[CH:4]=[C:5]([N:9]2[CH:13]=[C:12]3[C:14](=[O:15])[NH:23][C:18]4[CH:19]=[CH:20][CH:21]=[CH:22][C:17]=4[C:11]3=[N:10]2)[CH:6]=[CH:7][CH:8]=1. (3) The product is: [CH3:54][N:55]([CH3:68])[C:56]1([C:62]2[CH:67]=[CH:66][N:65]=[CH:64][CH:63]=2)[CH2:61][CH2:60][N:59]([C:50](=[O:52])[CH2:49][O:48][CH2:47][CH2:46][N:44]([CH3:45])[S:41]([C:37]2[C:36]([CH3:53])=[CH:35][C:34]([O:33][CH3:32])=[CH:39][C:38]=2[CH3:40])(=[O:42])=[O:43])[CH2:58][CH2:57]1. Given the reactants C(N(C(C)C)CC)(C)C.C1C=CC2N(O)N=NC=2C=1.CCN=C=NCCCN(C)C.Cl.[CH3:32][O:33][C:34]1[CH:39]=[C:38]([CH3:40])[C:37]([S:41]([N:44]([CH2:46][CH2:47][O:48][CH2:49][C:50]([OH:52])=O)[CH3:45])(=[O:43])=[O:42])=[C:36]([CH3:53])[CH:35]=1.[CH3:54][N:55]([CH3:68])[C:56]1([C:62]2[CH:67]=[CH:66][N:65]=[CH:64][CH:63]=2)[CH2:61][CH2:60][NH:59][CH2:58][CH2:57]1, predict the reaction product. (4) Given the reactants [CH:1]1([NH:5][C:6]2[N:11]=[C:10]3[CH:12]=[N:13][CH:14]=[CH:15][C:9]3=[N:8][C:7]=2[N:16]2[CH2:21][CH2:20][N:19]([CH2:22][C:23]3[CH:28]=[CH:27][C:26]([F:29])=[CH:25][C:24]=3[F:30])[CH2:18][CH2:17]2)[CH2:4][CH2:3][CH2:2]1.[C:31](OC(=O)C)(=[O:33])[CH3:32], predict the reaction product. The product is: [CH:1]1([NH:5][C:6]2[N:11]=[C:10]3[CH2:12][N:13]([C:31](=[O:33])[CH3:32])[CH2:14][CH2:15][C:9]3=[N:8][C:7]=2[N:16]2[CH2:21][CH2:20][N:19]([CH2:22][C:23]3[CH:28]=[CH:27][C:26]([F:29])=[CH:25][C:24]=3[F:30])[CH2:18][CH2:17]2)[CH2:4][CH2:3][CH2:2]1. (5) Given the reactants [F:1][C:2]1[CH:7]=[CH:6][CH:5]=[C:4]([O:8][CH3:9])[C:3]=1[C:10]1[C:11]2[C:15]([CH:16]=[CH:17][CH:18]=1)=[N:14][N:13]1[C:19]([CH:24]3[CH2:29][CH2:28][N:27](C(OC(C)(C)C)=O)[CH2:26][CH2:25]3)=[CH:20][C:21](=[O:23])[NH:22][C:12]=21.[ClH:37], predict the reaction product. The product is: [ClH:37].[F:1][C:2]1[CH:7]=[CH:6][CH:5]=[C:4]([O:8][CH3:9])[C:3]=1[C:10]1[C:11]2[C:15]([CH:16]=[CH:17][CH:18]=1)=[N:14][N:13]1[C:19]([CH:24]3[CH2:25][CH2:26][NH:27][CH2:28][CH2:29]3)=[CH:20][C:21](=[O:23])[NH:22][C:12]=21. (6) Given the reactants C1(C)C=CC=CC=1.[F:8][C:9]1[CH:10]=[CH:11][C:12]([CH3:24])=[C:13]([CH:15]=[N:16][C:17]([O:19][Si](C)(C)C)=[CH2:18])[CH:14]=1.C(OC([N:32]1[C:40]2[C:35](=[CH:36][CH:37]=[C:38]([Cl:41])[CH:39]=2)[C:34](=[CH:42][C:43]2[CH:48]=[C:47]([Cl:49])[CH:46]=[CH:45][C:44]=2[O:50][C:51]([C:54]([O:56][CH2:57][CH3:58])=[O:55])([CH3:53])[CH3:52])[C:33]1=[O:59])=O)(C)(C)C, predict the reaction product. The product is: [Cl:41][C:38]1[CH:39]=[C:40]2[NH:32][C:33](=[O:59])[C:34]3([CH:42]([C:43]4[CH:48]=[C:47]([Cl:49])[CH:46]=[CH:45][C:44]=4[O:50][C:51]([C:54]([O:56][CH2:57][CH3:58])=[O:55])([CH3:53])[CH3:52])[CH2:19][C:17](=[O:18])[NH:16][CH:15]3[C:13]3[CH:14]=[C:9]([F:8])[CH:10]=[CH:11][C:12]=3[CH3:24])[C:35]2=[CH:36][CH:37]=1. (7) Given the reactants NC1C(F)=C(C([C:10]2[C:18]3[C:13](=[N:14][CH:15]=[C:16](Br)[CH:17]=3)[NH:12][CH:11]=2)=O)C=CC=1.[Br-].[CH:22]1([Zn+])[CH2:24][CH2:23]1.O1CCOCC1, predict the reaction product. The product is: [CH:22]1([C:16]2[CH:17]=[C:18]3[CH:10]=[CH:11][NH:12][C:13]3=[N:14][CH:15]=2)[CH2:24][CH2:23]1. (8) Given the reactants [C:1]([O:5][C:6](=[O:35])[NH:7][C:8]1([C:12]2[CH:17]=[CH:16][C:15]([C:18]3[C:19]([C:29]4[CH:34]=[CH:33][CH:32]=[CH:31][CH:30]=4)=[CH:20][C:21]4[NH:26][C:25](=S)[CH2:24][O:23][C:22]=4[N:28]=3)=[CH:14][CH:13]=2)[CH2:11][CH2:10][CH2:9]1)([CH3:4])([CH3:3])[CH3:2].[C:36]([NH:44][NH2:45])(=O)[C:37]1[CH:42]=[CH:41][CH:40]=[CH:39][CH:38]=1, predict the reaction product. The product is: [C:37]1([C:36]2[N:26]3[C:21]4[CH:20]=[C:19]([C:29]5[CH:34]=[CH:33][CH:32]=[CH:31][CH:30]=5)[C:18]([C:15]5[CH:16]=[CH:17][C:12]([C:8]6([NH:7][C:6](=[O:35])[O:5][C:1]([CH3:4])([CH3:3])[CH3:2])[CH2:11][CH2:10][CH2:9]6)=[CH:13][CH:14]=5)=[N:28][C:22]=4[O:23][CH2:24][C:25]3=[N:45][N:44]=2)[CH:42]=[CH:41][CH:40]=[CH:39][CH:38]=1.